This data is from Full USPTO retrosynthesis dataset with 1.9M reactions from patents (1976-2016). The task is: Predict the reactants needed to synthesize the given product. (1) The reactants are: C(OC[C@H](COP(OCCN)(O)=O)OC(=O)CCCCCCC/C=C\CCCCCCCC)(=O)CCCCCCC/C=C\CCCCCCCC.C(OC[C@H](COP(OC[C@@H](C(O)=O)N)(O)=O)OC(=O)CCCCCCC/C=C\CCCCCCCC)(=O)CCCCCCC/C=C\CCCCCCCC.[CH2:106]1[N:111]([CH2:112][CH2:113][OH:114])[CH2:110][CH2:109][N:108]([CH2:115][CH2:116][S:117]([OH:120])(=[O:119])=[O:118])[CH2:107]1.[O:121]=[CH:122][C@@H:123]([C@@H:125]([C@H:127]([C@H:129]([CH3:131])[OH:130])[OH:128])[OH:126])[OH:124]. Given the product [CH2:110]1[N:111]([CH2:112][CH2:113][OH:114])[CH2:106][CH2:107][N:108]([CH2:115][CH2:116][S:117]([OH:120])(=[O:119])=[O:118])[CH2:109]1.[O:121]=[CH:122][C@@H:123]([C@@H:125]([C@H:127]([C@H:129]([CH3:131])[OH:130])[OH:128])[OH:126])[OH:124], predict the reactants needed to synthesize it. (2) Given the product [Cl:14][C:10]1[CH:9]=[C:8]([NH:7][C:4]2[C:3]([C:15]([NH2:17])=[O:16])=[C:2]([NH:1][CH2:23][C:19]3[O:18][CH:22]=[CH:21][CH:20]=3)[NH:6][N:5]=2)[CH:13]=[CH:12][CH:11]=1, predict the reactants needed to synthesize it. The reactants are: [NH2:1][C:2]1[NH:6][N:5]=[C:4]([NH:7][C:8]2[CH:13]=[CH:12][CH:11]=[C:10]([Cl:14])[CH:9]=2)[C:3]=1[C:15]([NH2:17])=[O:16].[O:18]1[CH:22]=[CH:21][CH:20]=[C:19]1[CH:23]=O.[BH4-].[Na+]. (3) Given the product [CH:7]12[CH:6]([CH2:5][CH:4]([N:13]3[CH2:17][C:16]([O:18][C:19]4[CH:24]=[CH:23][CH:22]=[CH:21][C:20]=4[Cl:25])=[CH:15][C:14]3=[O:26])[C:3]([OH:27])=[O:2])[CH:10]([CH2:9][CH2:8]1)[CH2:11][CH2:12]2, predict the reactants needed to synthesize it. The reactants are: C[O:2][C:3](=[O:27])[CH:4]([N:13]1[CH2:17][C:16]([O:18][C:19]2[CH:24]=[CH:23][CH:22]=[CH:21][C:20]=2[Cl:25])=[CH:15][C:14]1=[O:26])[CH2:5][CH:6]1[CH:10]2[CH2:11][CH2:12][CH:7]1[CH2:8][CH2:9]2.O.[OH-].[Li+].Cl.